The task is: Predict the reactants needed to synthesize the given product.. This data is from Full USPTO retrosynthesis dataset with 1.9M reactions from patents (1976-2016). (1) Given the product [Br:20][CH2:35][CH2:34][CH2:33][CH:32]([CH2:37][CH2:38][CH2:39][CH2:40][CH2:41][CH2:42][CH2:43][CH2:44][CH2:45][CH2:46][CH2:47][CH3:48])[CH2:22][CH2:23][CH2:24][CH2:25][CH2:26][CH2:27][CH2:28][CH2:29][CH2:30][CH3:31], predict the reactants needed to synthesize it. The reactants are: C1(P(C2C=CC=CC=2)C2C=CC=CC=2)C=CC=CC=1.[Br:20]Br.[CH2:22]([CH:32]([CH2:37][CH2:38][CH2:39][CH2:40][CH2:41][CH2:42][CH2:43][CH2:44][CH2:45][CH2:46][CH2:47][CH3:48])[CH2:33][CH2:34][CH2:35]O)[CH2:23][CH2:24][CH2:25][CH2:26][CH2:27][CH2:28][CH2:29][CH2:30][CH3:31].N1C=CC=CC=1.[O-]S([O-])=O.[Na+].[Na+]. (2) The reactants are: C(=O)([O-])[O-].[Na+].[Na+].[CH3:7][O:8][C:9]1[CH:10]=[C:11]2[C:16](=[C:17]3[CH2:21][C:20]([CH3:23])([CH3:22])[O:19][C:18]=13)[C:15]([C:24]1[CH:25]=[C:26]([C:30]3[CH:35]=[CH:34][C:33]([NH2:36])=[CH:32][CH:31]=3)[CH:27]=[CH:28][CH:29]=1)=[N:14][C:13]([CH3:38])([CH3:37])[CH2:12]2.Cl[C:40]([O:42][CH3:43])=[O:41]. Given the product [CH3:43][O:42][C:40](=[O:41])[NH:36][C:33]1[CH:32]=[CH:31][C:30]([C:26]2[CH:27]=[CH:28][CH:29]=[C:24]([C:15]3[C:16]4[C:11](=[CH:10][C:9]([O:8][CH3:7])=[C:18]5[O:19][C:20]([CH3:23])([CH3:22])[CH2:21][C:17]5=4)[CH2:12][C:13]([CH3:38])([CH3:37])[N:14]=3)[CH:25]=2)=[CH:35][CH:34]=1, predict the reactants needed to synthesize it. (3) Given the product [F:17][C:3]1[C:2]([F:1])=[CH:7][CH:6]=[CH:5][C:4]=1[C@H:8]([CH2:13][CH2:14][CH:15]=[CH2:16])[CH:9]=[O:22], predict the reactants needed to synthesize it. The reactants are: [F:1][C:2]1[CH:7]=[CH:6][CH:5]=[C:4]([C@H:8]([CH2:13][CH2:14][CH:15]=[CH2:16])[CH2:9][N+]([O-])=O)[C:3]=1[F:17].C[O-].[Na+].S(=O)(=O)(O)[OH:22]. (4) The reactants are: [I:1][C:2]1[CH:3]=[C:4]([CH:8]=[CH:9][CH:10]=1)[C:5](Cl)=[O:6].Cl.[C:12]([C:14]1[CH:21]=[CH:20][C:17]([CH2:18][NH2:19])=[CH:16][CH:15]=1)#[N:13].N1C=CC=CC=1. Given the product [C:12]([C:14]1[CH:21]=[CH:20][C:17]([CH2:18][NH:19][C:5](=[O:6])[C:4]2[CH:8]=[CH:9][CH:10]=[C:2]([I:1])[CH:3]=2)=[CH:16][CH:15]=1)#[N:13], predict the reactants needed to synthesize it. (5) Given the product [NH2:17][C:2]1[C:10]([F:11])=[C:9]([NH2:24])[C:8]([N+:13]([O-:15])=[O:14])=[CH:7][C:3]=1[C:4]([OH:18])=[O:16], predict the reactants needed to synthesize it. The reactants are: F[C:2]1[C:10]([F:11])=[C:9](F)[C:8]([N+:13]([O-:15])=[O:14])=[CH:7][C:3]=1[C:4](O)=O.[OH-:16].[NH4+:17].[OH2:18].C(O)(=O)C.C[N:24]1CCCC1=O. (6) The reactants are: C(OC(=O)[NH:7][C@@H:8]([CH2:30][CH:31]([CH3:33])[CH3:32])[CH2:9][O:10][C:11]1[C:12]([Cl:29])=[CH:13][C:14]2[C:24]3[C:19](=[CH:20][N:21]=[CH:22][CH:23]=3)[CH:18]([C:25]([F:28])([F:27])[F:26])[O:17][C:15]=2[CH:16]=1)(C)(C)C.Cl.C(OCC)C. Given the product [Cl:29][C:12]1[C:11]([O:10][CH2:9][C@@H:8]([NH2:7])[CH2:30][CH:31]([CH3:33])[CH3:32])=[CH:16][C:15]2[O:17][CH:18]([C:25]([F:27])([F:28])[F:26])[C:19]3[C:24]([C:14]=2[CH:13]=1)=[CH:23][CH:22]=[N:21][CH:20]=3, predict the reactants needed to synthesize it. (7) Given the product [O:1]1[CH:5]=[CH:4][CH:3]=[C:2]1[C:6]1[O:7][C:8]([CH3:38])=[C:9]([CH2:11][O:12][C:13]2[CH:35]=[CH:34][C:16]([CH2:17][O:18][C:19]3[C:23]([CH2:24][CH2:25][OH:26])=[CH:22][N:21]([C:28]4[CH:29]=[CH:30][CH:31]=[CH:32][CH:33]=4)[N:20]=3)=[CH:15][C:14]=2[O:36][CH3:37])[N:10]=1, predict the reactants needed to synthesize it. The reactants are: [O:1]1[CH:5]=[CH:4][CH:3]=[C:2]1[C:6]1[O:7][C:8]([CH3:38])=[C:9]([CH2:11][O:12][C:13]2[CH:35]=[CH:34][C:16]([CH2:17][O:18][C:19]3[C:23]([CH2:24][C:25](O)=[O:26])=[CH:22][N:21]([C:28]4[CH:33]=[CH:32][CH:31]=[CH:30][CH:29]=4)[N:20]=3)=[CH:15][C:14]=2[O:36][CH3:37])[N:10]=1.O1CCCC1.B.O1CCCC1.Cl. (8) The reactants are: [CH2:1]([C@H:8]([NH:42][C:43]([C@@H:45]([NH:50][C:51](=[O:54])[O:52][CH3:53])[C:46]([CH3:49])([CH3:48])[CH3:47])=[O:44])[C@@H:9]([O:38][CH2:39]SC)[CH2:10][C@@H:11]([NH:25][C:26](=[O:37])[C@H:27]([C:33]([CH3:36])([CH3:35])[CH3:34])[NH:28][C:29]([O:31][CH3:32])=[O:30])[CH2:12][C:13]1[CH:18]=[CH:17][C:16]([C:19]2[CH:24]=[CH:23][CH:22]=[CH:21][N:20]=2)=[CH:15][CH:14]=1)[C:2]1[CH:7]=[CH:6][CH:5]=[CH:4][CH:3]=1.[P:55](=[O:59])([OH:58])([OH:57])[OH:56].IN1C(=O)CCC1=O.C(=O)([O-])[O-].[Na+:72].[Na+:73]. Given the product [CH2:1]([C@@H:8]([C@@H:9]([O:38][CH2:39][O:59][P:55]([OH:58])([OH:57])=[O:56])[CH2:10][C@H:11]([CH2:12][C:13]1[CH:18]=[CH:17][C:16]([C:19]2[CH:24]=[CH:23][CH:22]=[CH:21][N:20]=2)=[CH:15][CH:14]=1)[NH:25][C:26](=[O:37])[C@H:27]([C:33]([CH3:36])([CH3:35])[CH3:34])[NH:28][C:29](=[O:30])[O:31][CH3:32])[NH:42][C:43](=[O:44])[C@@H:45]([NH:50][C:51](=[O:54])[O:52][CH3:53])[C:46]([CH3:47])([CH3:48])[CH3:49])[C:2]1[CH:3]=[CH:4][CH:5]=[CH:6][CH:7]=1.[Na:72][Na:73], predict the reactants needed to synthesize it. (9) The reactants are: [CH2:1]([C:9]1[CH:14]=[CH:13][NH:12][C:11](=[O:15])[CH:10]=1)[CH2:2][C:3]1[CH:8]=[CH:7][CH:6]=[CH:5][CH:4]=1.C(=O)([O-])[O-].[Cs+].[Cs+].I[CH2:23][CH2:24][C:25]1[CH:30]=[CH:29][C:28]([CH2:31][OH:32])=[CH:27][CH:26]=1. Given the product [OH:32][CH2:31][C:28]1[CH:29]=[CH:30][C:25]([CH2:24][CH2:23][N:12]2[CH:13]=[CH:14][C:9]([CH2:1][CH2:2][C:3]3[CH:8]=[CH:7][CH:6]=[CH:5][CH:4]=3)=[CH:10][C:11]2=[O:15])=[CH:26][CH:27]=1, predict the reactants needed to synthesize it. (10) Given the product [F:20][C:19]([F:22])([F:21])[C:28]([OH:27])=[O:34].[CH3:36][O:37][C:38]1[CH:39]=[C:40]([C@@:46]23[CH2:54][CH2:53][C@@H:52]([NH:55][C:25]([NH:23][C:14]4[C:13]5[C:18](=[C:9]([F:8])[CH:10]=[CH:11][CH:12]=5)[N:17]=[C:16]([C:19]([F:20])([F:21])[F:22])[CH:15]=4)=[O:27])[CH2:51][C@@H:50]2[N:49]([CH3:56])[CH2:48][CH2:47]3)[CH:41]=[CH:42][C:43]=1[O:44][CH3:45], predict the reactants needed to synthesize it. The reactants are: C(N(CC)CC)C.[F:8][C:9]1[CH:10]=[CH:11][CH:12]=[C:13]2[C:18]=1[N:17]=[C:16]([C:19]([F:22])([F:21])[F:20])[CH:15]=[C:14]2[NH2:23].Cl[C:25](Cl)([O:27][C:28](=[O:34])OC(Cl)(Cl)Cl)Cl.[CH3:36][O:37][C:38]1[CH:39]=[C:40]([C@@:46]23[CH2:54][CH2:53][C@@H:52]([NH2:55])[CH2:51][C@@H:50]2[N:49]([CH3:56])[CH2:48][CH2:47]3)[CH:41]=[CH:42][C:43]=1[O:44][CH3:45].